From a dataset of Forward reaction prediction with 1.9M reactions from USPTO patents (1976-2016). Predict the product of the given reaction. (1) Given the reactants [Cl:1][CH2:2][CH2:3]Cl.[F:5][C:6]([F:23])([F:22])[O:7][C:8]1[CH:13]=C(CO)[CH:11]=[CH:10][C:9]=1[C:16]1[CH:21]=[CH:20][CH:19]=[CH:18][CH:17]=1.S(Cl)(Cl)=O, predict the reaction product. The product is: [Cl:1][CH2:2][C:3]1[CH:11]=[CH:10][C:9]([C:16]2[CH:17]=[CH:18][CH:19]=[CH:20][CH:21]=2)=[C:8]([O:7][C:6]([F:5])([F:23])[F:22])[CH:13]=1. (2) Given the reactants C1(N2C[C@@H](C3C=CC=CC=3)N([CH:18]3[CH2:23][CH2:22][NH:21][CH2:20][CH2:19]3)C2=O)CCCCC1.C(O[C:30](=[O:42])[NH:31][C@H:32]([C:35]1[CH:40]=[CH:39][CH:38]=[C:37]([Cl:41])[CH:36]=1)[CH2:33][NH2:34])(C)(C)C.C(OC(=O)N[C@H](C1C=CC=CC=1)CN)(C)(C)C.[O:60]1[CH2:65][CH2:64][CH2:63][CH2:62][C:61]1=O.C1(=O)CCCCC1, predict the reaction product. The product is: [Cl:41][C:37]1[CH:36]=[C:35]([C@@H:32]2[CH2:33][N:34]([CH:63]3[CH2:64][CH2:65][O:60][CH2:61][CH2:62]3)[C:30](=[O:42])[N:31]2[CH:18]2[CH2:19][CH2:20][NH:21][CH2:22][CH2:23]2)[CH:40]=[CH:39][CH:38]=1. (3) Given the reactants Br[C:2]1[CH:11]=[C:10]2[C:5]([C:6]([NH:20][C@H:21]3[CH2:25][CH2:24][N:23](C(OC(C)(C)C)=O)[CH2:22]3)=[N:7][C:8]([C:12]3[CH:17]=[C:16]([F:18])[CH:15]=[CH:14][C:13]=3[OH:19])=[N:9]2)=[CH:4][CH:3]=1.[OH:33][C:34]1C=CC=[CH:36][C:35]=1C1N=C(N[C@H]2CCN(C(OC(C)(C)C)=O)C2)C2C(=CC=C(C#CCO)C=2)N=1, predict the reaction product. The product is: [F:18][C:16]1[CH:15]=[CH:14][C:13]([OH:19])=[C:12]([C:8]2[N:7]=[C:6]([NH:20][C@H:21]3[CH2:25][CH2:24][NH:23][CH2:22]3)[C:5]3[C:10](=[CH:11][C:2]([CH2:36][CH2:35][CH2:34][OH:33])=[CH:3][CH:4]=3)[N:9]=2)[CH:17]=1.